Dataset: Full USPTO retrosynthesis dataset with 1.9M reactions from patents (1976-2016). Task: Predict the reactants needed to synthesize the given product. (1) Given the product [CH2:1]([O:8][C:9]1[CH:38]=[CH:37][C:12]([O:13][C:14]2[CH:22]=[CH:21][C:17]([C:18]([NH:39][C:40]3[CH:48]=[CH:47][CH:46]=[C:42]([C:43](=[O:44])[NH2:45])[CH:41]=3)=[O:19])=[CH:16][C:15]=2[NH:23][C:24]2[C:25]3[CH:33]=[CH:32][C:31]([CH:34]([CH3:36])[CH3:35])=[N:30][C:26]=3[N:27]=[CH:28][N:29]=2)=[CH:11][CH:10]=1)[C:2]1[CH:7]=[CH:6][CH:5]=[CH:4][CH:3]=1, predict the reactants needed to synthesize it. The reactants are: [CH2:1]([O:8][C:9]1[CH:38]=[CH:37][C:12]([O:13][C:14]2[CH:22]=[CH:21][C:17]([C:18](Cl)=[O:19])=[CH:16][C:15]=2[NH:23][C:24]2[C:25]3[CH:33]=[CH:32][C:31]([CH:34]([CH3:36])[CH3:35])=[N:30][C:26]=3[N:27]=[CH:28][N:29]=2)=[CH:11][CH:10]=1)[C:2]1[CH:7]=[CH:6][CH:5]=[CH:4][CH:3]=1.[NH2:39][C:40]1[CH:41]=[C:42]([CH:46]=[CH:47][CH:48]=1)[C:43]([NH2:45])=[O:44]. (2) Given the product [ClH:43].[C:1]1([C@H:11]([NH:13][CH2:14][C@@H:15]2[C@@H:19]([C:20]3[CH:25]=[CH:24][CH:23]=[CH:22][CH:21]=3)[CH2:18][N:17]([C:26]([C:28]3[CH:29]=[CH:30][C:31]([O:32][CH2:33][C:34]([OH:36])=[O:35])=[CH:39][CH:40]=3)=[O:27])[CH2:16]2)[CH3:12])[C:10]2[C:5](=[CH:6][CH:7]=[CH:8][CH:9]=2)[CH:4]=[CH:3][CH:2]=1, predict the reactants needed to synthesize it. The reactants are: [C:1]1([C@H:11]([NH:13][CH2:14][C@@H:15]2[C@@H:19]([C:20]3[CH:25]=[CH:24][CH:23]=[CH:22][CH:21]=3)[CH2:18][N:17]([C:26]([C:28]3[CH:40]=[CH:39][C:31]([O:32][CH2:33][C:34]([O:36]CC)=[O:35])=[CH:30][CH:29]=3)=[O:27])[CH2:16]2)[CH3:12])[C:10]2[C:5](=[CH:6][CH:7]=[CH:8][CH:9]=2)[CH:4]=[CH:3][CH:2]=1.[OH-].[Li+].[ClH:43].